This data is from Reaction yield outcomes from USPTO patents with 853,638 reactions. The task is: Predict the reaction yield, written as a fraction of the theoretical maximum amount of product (1.0 means a 100% yield; for example, 0.34 means a 34% yield). (1) The reactants are [CH3:1][N:2]([CH2:7][C:8]1[N:12]([CH3:13])[N:11]=[C:10]([N+:14]([O-])=O)[CH:9]=1)[CH:3]1[CH2:6][O:5][CH2:4]1.[NH4+].[Cl-]. The catalyst is C(O)C.O.[Fe]. The product is [CH3:13][N:12]1[C:8]([CH2:7][N:2]([CH3:1])[CH:3]2[CH2:4][O:5][CH2:6]2)=[CH:9][C:10]([NH2:14])=[N:11]1. The yield is 0.830. (2) The yield is 0.500. The catalyst is C(OCC)(=O)C.[Pd]. The reactants are [CH2:1]([C:8]12[CH:17]([OH:18])[CH2:16][CH2:15][CH2:14][C:13]1=[C:12]([CH3:19])[C:11](=[O:20])[CH2:10][CH2:9]2)[C:2]1[CH:7]=[CH:6][CH:5]=[CH:4][CH:3]=1. The product is [CH2:1]([C:8]12[CH:17]([OH:18])[CH2:16][CH2:15][CH2:14][CH:13]1[CH:12]([CH3:19])[C:11](=[O:20])[CH2:10][CH2:9]2)[C:2]1[CH:3]=[CH:4][CH:5]=[CH:6][CH:7]=1. (3) The reactants are [C:1]([O:4][C:5]1[CH:10]=[CH:9][C:8]([NH:11][C:12](=[O:14])[CH3:13])=[C:7]([OH:15])[CH:6]=1)(=[O:3])[CH3:2].[N+](C1C=C(S(O[CH2:29][C@@H:30]2[CH2:32][O:31]2)(=O)=O)C=CC=1)([O-])=O.C(=O)([O-])[O-].[Cs+].[Cs+]. The catalyst is CN1CCCC1=O. The product is [C:1]([O:4][C:5]1[CH:10]=[CH:9][C:8]([NH:11][C:12](=[O:14])[CH3:13])=[C:7]([O:15][CH2:29][C@@H:30]2[CH2:32][O:31]2)[CH:6]=1)(=[O:3])[CH3:2]. The yield is 0.380. (4) The reactants are [CH2:1]([N:8]1[CH:13]=C(Cl)N=[C:10]([NH:15][C:16]2[C:21]([C:22]#[C:23][Si:24]([CH3:27])([CH3:26])[CH3:25])=[CH:20][C:19]([CH3:28])=[CH:18][N:17]=2)[C:9]1=[O:29])[C:2]1[CH:7]=[CH:6][CH:5]=[CH:4][CH:3]=1. The catalyst is BrC1C=CC=CC=1. The product is [CH2:1]([N:8]1[CH:13]=[C:23]([Si:24]([CH3:26])([CH3:25])[CH3:27])[C:22]2[C:21]3[CH:20]=[C:19]([CH3:28])[CH:18]=[N:17][C:16]=3[NH:15][C:10]=2[C:9]1=[O:29])[C:2]1[CH:7]=[CH:6][CH:5]=[CH:4][CH:3]=1. The yield is 0.830. (5) The reactants are [N:1]([CH:4]1[CH2:9][C:8]([CH3:11])([CH3:10])[CH2:7][C:6]([CH3:12])=[CH:5]1)=[N+]=[N-].[ClH:13].C(C1(N)CC(C)(C)CC(C)(C)C1)C=C. No catalyst specified. The product is [ClH:13].[CH3:12][C:6]1[CH2:7][C:8]([CH3:11])([CH3:10])[CH2:9][CH:4]([NH2:1])[CH:5]=1. The yield is 0.570.